This data is from Reaction yield outcomes from USPTO patents with 853,638 reactions. The task is: Predict the reaction yield, written as a fraction of the theoretical maximum amount of product (1.0 means a 100% yield; for example, 0.34 means a 34% yield). The product is [F:16][C:15]1[C:2]([Br:1])=[CH:3][C:4]2[C:5]3[N:9]([CH:10]4[CH2:11][CH:12]([C:13]=2[CH:14]=1)[CH2:17]4)[C:8]([I:21])=[C:7]([C:18]([NH2:20])=[O:19])[N:6]=3. The yield is 0.870. The catalyst is CN(C=O)C. The reactants are [Br:1][C:2]1[CH:3]=[C:4]2[C:13](=[CH:14][C:15]=1[F:16])[CH:12]1[CH2:17][CH:10]([CH2:11]1)[N:9]1[C:5]2=[N:6][C:7]([C:18]([NH2:20])=[O:19])=[CH:8]1.[I:21]N1C(=O)CCC1=O.